Task: Predict the reaction yield, written as a fraction of the theoretical maximum amount of product (1.0 means a 100% yield; for example, 0.34 means a 34% yield).. Dataset: Reaction yield outcomes from USPTO patents with 853,638 reactions (1) The reactants are C([O-])([O-])=O.[Cs+].[Cs+].O.[CH3:8]B1OB(C)OB(C)O1.[NH2:17][C:18]1[CH:23]=[CH:22][C:21]([S:24]([F:29])([F:28])([F:27])([F:26])[F:25])=[CH:20][C:19]=1Br. The catalyst is C(COC)OC.CCOCC.Cl[Pd]Cl.C(Cl)Cl. The product is [NH2:17][C:18]1[CH:23]=[CH:22][C:21]([S:24]([F:29])([F:28])([F:27])([F:26])[F:25])=[CH:20][C:19]=1[CH3:8]. The yield is 0.760. (2) The reactants are [NH2:1][C:2]1[CH:3]=[C:4]([CH:8]=[CH:9][C:10]=1[F:11])[C:5](O)=[O:6].Cl.[Cl-].[NH4+].OC1C2N=N[NH:21]C=2C=CC=1. The catalyst is CN(C)C=O. The product is [NH2:1][C:2]1[CH:3]=[C:4]([CH:8]=[CH:9][C:10]=1[F:11])[C:5]([NH2:21])=[O:6]. The yield is 0.610. (3) The reactants are C([N:8]1[CH2:13][CH2:12][CH:11]([N:14]2[CH2:23][C:22]3[C:17](=[C:18]([O:24][CH3:25])[CH:19]=[CH:20][CH:21]=3)[NH:16][C:15]2=[O:26])[CH2:10][CH2:9]1)C1C=CC=CC=1. The catalyst is CO.[Pd]. The product is [CH3:25][O:24][C:18]1[CH:19]=[CH:20][CH:21]=[C:22]2[C:17]=1[NH:16][C:15](=[O:26])[N:14]([CH:11]1[CH2:12][CH2:13][NH:8][CH2:9][CH2:10]1)[CH2:23]2. The yield is 0.930. (4) The reactants are [CH3:1][O:2][C:3](=[O:20])[NH:4][C:5]1[S:6][C:7]2[C:13]([C:14](=O)[CH2:15]Br)=[CH:12][CH:11]=[C:10]([O:18][CH3:19])[C:8]=2[N:9]=1.[C:21]([O:25][C:26]([NH:28][C:29]([NH2:31])=[NH:30])=[O:27])([CH3:24])([CH3:23])[CH3:22]. The catalyst is C(#N)C. The product is [CH3:1][O:2][C:3](=[O:20])[NH:4][C:5]1[S:6][C:7]2[C:13]([C:14]3[N:31]=[C:29]([NH:28][C:26]([O:25][C:21]([CH3:24])([CH3:23])[CH3:22])=[O:27])[NH:30][CH:15]=3)=[CH:12][CH:11]=[C:10]([O:18][CH3:19])[C:8]=2[N:9]=1. The yield is 0.170. (5) The reactants are [CH:1](NC(C)C)(C)C.[Br:8][C:9]1[CH:14]=[CH:13][C:12]([I:15])=[C:11]([F:16])[CH:10]=1.CI.O. The catalyst is C1COCC1. The product is [Br:8][C:9]1[CH:14]=[CH:13][C:12]([I:15])=[C:11]([F:16])[C:10]=1[CH3:1]. The yield is 1.00. (6) The reactants are [N+:1]([C:4]1[CH:21]=[CH:20][C:7]([O:8][C:9]2[CH:10]=[C:11]3[C:15](=[CH:16][CH:17]=2)[C:14](=[O:18])[NH:13][C:12]3=[O:19])=[CH:6][CH:5]=1)([O-:3])=[O:2].[H-].[Na+].[CH3:24]I.O. The catalyst is CN(C=O)C. The product is [N+:1]([C:4]1[CH:21]=[CH:20][C:7]([O:8][C:9]2[CH:10]=[C:11]3[C:15](=[CH:16][CH:17]=2)[C:14](=[O:18])[N:13]([CH3:24])[C:12]3=[O:19])=[CH:6][CH:5]=1)([O-:3])=[O:2]. The yield is 0.830.